This data is from NCI-60 drug combinations with 297,098 pairs across 59 cell lines. The task is: Regression. Given two drug SMILES strings and cell line genomic features, predict the synergy score measuring deviation from expected non-interaction effect. (1) Drug 1: C1C(C(OC1N2C=C(C(=O)NC2=O)F)CO)O. Drug 2: C1=NNC2=C1C(=O)NC=N2. Cell line: HCC-2998. Synergy scores: CSS=46.2, Synergy_ZIP=0.140, Synergy_Bliss=1.36, Synergy_Loewe=-15.0, Synergy_HSA=3.15. (2) Drug 1: C1CCN(CC1)CCOC2=CC=C(C=C2)C(=O)C3=C(SC4=C3C=CC(=C4)O)C5=CC=C(C=C5)O. Drug 2: CC1OCC2C(O1)C(C(C(O2)OC3C4COC(=O)C4C(C5=CC6=C(C=C35)OCO6)C7=CC(=C(C(=C7)OC)O)OC)O)O. Cell line: OVCAR-4. Synergy scores: CSS=-0.127, Synergy_ZIP=1.50, Synergy_Bliss=-0.405, Synergy_Loewe=-1.47, Synergy_HSA=-4.03. (3) Drug 1: C1=C(C(=O)NC(=O)N1)F. Drug 2: CN(C(=O)NC(C=O)C(C(C(CO)O)O)O)N=O. Cell line: OVCAR-5. Synergy scores: CSS=31.3, Synergy_ZIP=-0.911, Synergy_Bliss=-2.66, Synergy_Loewe=-16.1, Synergy_HSA=-2.01. (4) Drug 1: C1CC(CNC1)C2=CC=C(C=C2)N3C=C4C=CC=C(C4=N3)C(=O)N. Drug 2: CC(C)(C#N)C1=CC=C(C=C1)N2C3=C4C=C(C=CC4=NC=C3N(C2=O)C)C5=CC6=CC=CC=C6N=C5. Cell line: UACC62. Synergy scores: CSS=52.9, Synergy_ZIP=3.53, Synergy_Bliss=2.96, Synergy_Loewe=-21.3, Synergy_HSA=6.94. (5) Drug 1: C1=CN(C=N1)CC(O)(P(=O)(O)O)P(=O)(O)O. Drug 2: CC12CCC3C(C1CCC2OP(=O)(O)O)CCC4=C3C=CC(=C4)OC(=O)N(CCCl)CCCl.[Na+]. Cell line: T-47D. Synergy scores: CSS=3.46, Synergy_ZIP=-2.04, Synergy_Bliss=-4.43, Synergy_Loewe=-6.06, Synergy_HSA=-5.27. (6) Drug 1: CC1=CC2C(CCC3(C2CCC3(C(=O)C)OC(=O)C)C)C4(C1=CC(=O)CC4)C. Drug 2: CC1C(C(=O)NC(C(=O)N2CCCC2C(=O)N(CC(=O)N(C(C(=O)O1)C(C)C)C)C)C(C)C)NC(=O)C3=C4C(=C(C=C3)C)OC5=C(C(=O)C(=C(C5=N4)C(=O)NC6C(OC(=O)C(N(C(=O)CN(C(=O)C7CCCN7C(=O)C(NC6=O)C(C)C)C)C)C(C)C)C)N)C. Cell line: HL-60(TB). Synergy scores: CSS=-10.7, Synergy_ZIP=9.59, Synergy_Bliss=-3.65, Synergy_Loewe=-9.01, Synergy_HSA=-6.40.